This data is from Forward reaction prediction with 1.9M reactions from USPTO patents (1976-2016). The task is: Predict the product of the given reaction. Given the reactants [O:1]1[C:5]2([CH2:10][CH2:9][CH:8]([CH2:11][CH2:12][N:13]3[CH2:18][CH2:17][N:16]([C:19]4[CH:24]=[CH:23][CH:22]=[C:21]([CH2:25][OH:26])[CH:20]=4)[CH2:15][CH2:14]3)[CH2:7][CH2:6]2)[O:4][CH2:3][CH2:2]1.[F-].[K+].I[CH3:30].[OH-].[K+], predict the reaction product. The product is: [O:4]1[C:5]2([CH2:10][CH2:9][CH:8]([CH2:11][CH2:12][N:13]3[CH2:14][CH2:15][N:16]([C:19]4[CH:24]=[CH:23][CH:22]=[C:21]([CH2:25][O:26][CH3:30])[CH:20]=4)[CH2:17][CH2:18]3)[CH2:7][CH2:6]2)[O:1][CH2:2][CH2:3]1.